Dataset: Reaction yield outcomes from USPTO patents with 853,638 reactions. Task: Predict the reaction yield, written as a fraction of the theoretical maximum amount of product (1.0 means a 100% yield; for example, 0.34 means a 34% yield). (1) The reactants are O[C@H:2]([CH3:15])[C:3]([C:5]1[C:14]2[C:9](=[CH:10][CH:11]=[CH:12][CH:13]=2)[CH:8]=[CH:7][CH:6]=1)=[O:4].CN(C1C2C(N(C)C)=CC=CC=2C=CC=1)C.S(OS(C(F)(F)F)(=O)=O)(C(F)(F)F)(=O)=O.[NH2:47][C:48]([CH3:52])([CH3:51])[CH2:49][OH:50]. The catalyst is CC#N. The product is [C:5]1([C@:3]2([OH:4])[O:50][CH2:49][C:48]([CH3:52])([CH3:51])[NH:47][C@H:2]2[CH3:15])[C:14]2[C:9](=[CH:10][CH:11]=[CH:12][CH:13]=2)[CH:8]=[CH:7][CH:6]=1. The yield is 0.860. (2) The product is [Cl:1][C:2]1[CH:11]=[CH:10][C:9]2[CH2:8][N:7]([C:22]([O:21][C:18]([CH3:20])([CH3:19])[CH3:17])=[O:23])[CH2:6][CH2:5][C:4]=2[N:3]=1. The yield is 0.870. The catalyst is O1CCOCC1.O.C(OCC)(=O)C. The reactants are [Cl:1][C:2]1[CH:11]=[CH:10][C:9]2[CH2:8][NH:7][CH2:6][CH2:5][C:4]=2[N:3]=1.C(=O)(O)[O-].[Na+].[CH3:17][C:18]([O:21][C:22](O[C:22]([O:21][C:18]([CH3:20])([CH3:19])[CH3:17])=[O:23])=[O:23])([CH3:20])[CH3:19]. (3) The reactants are Br[CH2:2][C:3]1[CH:8]=[CH:7][C:6]([NH:9][C:10]2[CH:19]=[C:18]([Cl:20])[CH:17]=[CH:16][C:11]=2[C:12]([O:14][CH3:15])=[O:13])=[C:5]([N+:21]([O-:23])=[O:22])[CH:4]=1.[NH:24]1[CH2:29][CH2:28][O:27][CH2:26][CH2:25]1. The product is [Cl:20][C:18]1[CH:17]=[CH:16][C:11]([C:12]([O:14][CH3:15])=[O:13])=[C:10]([NH:9][C:6]2[CH:7]=[CH:8][C:3]([CH2:2][N:24]3[CH2:29][CH2:28][O:27][CH2:26][CH2:25]3)=[CH:4][C:5]=2[N+:21]([O-:23])=[O:22])[CH:19]=1. The yield is 0.940. The catalyst is C1(C)C=CC=CC=1.